From a dataset of Tox21: 12 toxicity assays (nuclear receptors and stress response pathways). Binary classification across 12 toxicity assays. (1) The molecule is ClCOCCl. It tested positive (active) for: NR-ER (Estrogen Receptor agonist activity). (2) The drug is COC(C)COC(C)COC(C)CO. It tested positive (active) for: NR-AhR (Aryl hydrocarbon Receptor agonist activity). (3) The compound is N[Pt](N)(Cl)Cl. It tested positive (active) for: SR-ARE (Antioxidant Response Element (oxidative stress)).